This data is from Full USPTO retrosynthesis dataset with 1.9M reactions from patents (1976-2016). The task is: Predict the reactants needed to synthesize the given product. (1) Given the product [CH2:29]([O:28][C:26]([N:15]1[C@H:10]([C:4]2[CH:3]=[C:2]([F:1])[C:7]([F:8])=[C:6]([F:9])[CH:5]=2)[CH2:11][O:12][CH2:13][C@@H:14]1[C@H:16]([OH:18])[CH3:17])=[O:27])[C:30]1[CH:35]=[CH:34][CH:33]=[CH:32][CH:31]=1, predict the reactants needed to synthesize it. The reactants are: [F:1][C:2]1[CH:3]=[C:4]([C@H:10]2[NH:15][C@@H:14]([C@H:16]([OH:18])[CH3:17])[CH2:13][O:12][CH2:11]2)[CH:5]=[C:6]([F:9])[C:7]=1[F:8].O.C(=O)(O)[O-].[Na+].Cl[C:26]([O:28][CH2:29][C:30]1[CH:35]=[CH:34][CH:33]=[CH:32][CH:31]=1)=[O:27]. (2) The reactants are: C[O:2][C:3](=[O:23])[C:4]1[CH:9]=[CH:8][C:7]([S:10]([N:13]2[C:21]3[C:16](=[CH:17][CH:18]=[CH:19][CH:20]=3)[C:15](I)=[CH:14]2)(=[O:12])=[O:11])=[CH:6][CH:5]=1.[C:24]1(B(O)O)[CH:29]=[CH:28][CH:27]=[CH:26][CH:25]=1.C(=O)([O-])[O-].[Na+].[Na+].[OH-].[Na+]. Given the product [C:24]1([C:15]2[C:16]3[C:21](=[CH:20][CH:19]=[CH:18][CH:17]=3)[N:13]([S:10]([C:7]3[CH:8]=[CH:9][C:4]([C:3]([OH:2])=[O:23])=[CH:5][CH:6]=3)(=[O:11])=[O:12])[CH:14]=2)[CH:29]=[CH:28][CH:27]=[CH:26][CH:25]=1, predict the reactants needed to synthesize it. (3) Given the product [OH:16][CH2:15][C:13]1[N:14]=[C:9]([NH:8][C:6](=[O:7])[O:5][C:1]([CH3:3])([CH3:2])[CH3:4])[CH:10]=[CH:11][CH:12]=1, predict the reactants needed to synthesize it. The reactants are: [C:1]([O:5][C:6]([N:8](C(OC(C)(C)C)=O)[C:9]1[N:14]=[C:13]([C:15](OCC)=[O:16])[CH:12]=[CH:11][CH:10]=1)=[O:7])([CH3:4])([CH3:3])[CH3:2].[H-].[H-].[H-].[H-].[Li+].[Al+3].